This data is from Reaction yield outcomes from USPTO patents with 853,638 reactions. The task is: Predict the reaction yield, written as a fraction of the theoretical maximum amount of product (1.0 means a 100% yield; for example, 0.34 means a 34% yield). (1) The reactants are Br[C:2]1[CH:7]=[C:6]([CH2:8][NH:9][C:10]2[CH:28]=[CH:27][CH:26]=[CH:25][C:11]=2[C:12]([NH:14][C:15]2[CH:20]=[CH:19][CH:18]=[C:17]([C:21]([F:24])([F:23])[F:22])[CH:16]=2)=[O:13])[CH:5]=[CH:4][N:3]=1.[NH3:29]. The catalyst is C(O)(O)C.[Cu-]=O. The product is [NH2:29][C:2]1[CH:7]=[C:6]([CH2:8][NH:9][C:10]2[CH:28]=[CH:27][CH:26]=[CH:25][C:11]=2[C:12]([NH:14][C:15]2[CH:20]=[CH:19][CH:18]=[C:17]([C:21]([F:24])([F:23])[F:22])[CH:16]=2)=[O:13])[CH:5]=[CH:4][N:3]=1. The yield is 0.510. (2) The reactants are I[C:2]1[CH:7]=[CH:6][C:5]([O:8][CH3:9])=[CH:4][CH:3]=1.CCN(C(C)C)C(C)C.[CH2:19]([C:23]1[CH:28]=[CH:27][C:26]([CH2:29][C:30]([O:32][CH3:33])=[O:31])=[CH:25][CH:24]=1)[CH2:20][C:21]#[CH:22]. The catalyst is COCCOC.C1C=CC([P]([Pd]([P](C2C=CC=CC=2)(C2C=CC=CC=2)C2C=CC=CC=2)([P](C2C=CC=CC=2)(C2C=CC=CC=2)C2C=CC=CC=2)[P](C2C=CC=CC=2)(C2C=CC=CC=2)C2C=CC=CC=2)(C2C=CC=CC=2)C2C=CC=CC=2)=CC=1.[Cu]I. The product is [CH3:9][O:8][C:5]1[CH:6]=[CH:7][C:2]([C:22]#[C:21][CH2:20][CH2:19][C:23]2[CH:28]=[CH:27][C:26]([CH2:29][C:30]([O:32][CH3:33])=[O:31])=[CH:25][CH:24]=2)=[CH:3][CH:4]=1. The yield is 0.790. (3) The reactants are [NH2:1][C:2]1[CH:17]=[C:16]([N+:18]([O-:20])=[O:19])[CH:15]=[CH:14][C:3]=1[C:4]([NH:6][C:7]1[CH:12]=[CH:11][CH:10]=[CH:9][C:8]=1[Cl:13])=[O:5].[Cl:21][CH2:22][C:23](Cl)=O. The catalyst is C(O)(=O)C. The product is [Cl:21][CH2:22][C:23]1[N:6]([C:7]2[CH:12]=[CH:11][CH:10]=[CH:9][C:8]=2[Cl:13])[C:4](=[O:5])[C:3]2[C:2](=[CH:17][C:16]([N+:18]([O-:20])=[O:19])=[CH:15][CH:14]=2)[N:1]=1. The yield is 0.560. (4) The reactants are [NH2:1][C:2]1[CH:11]=[C:10]2[C:5]([CH2:6][CH2:7][C:8]3[N:9]2[CH:12]([CH3:17])[C:13](=[O:16])[NH:14][N:15]=3)=[CH:4][CH:3]=1.O=[C:19]1[CH2:22][N:21]([C:23]([O:25][C:26]([CH3:29])([CH3:28])[CH3:27])=[O:24])[CH2:20]1.C([BH3-])#N.[Na+]. The catalyst is CO.CC(O)=O. The product is [CH3:17][CH:12]1[N:9]2[C:10]3[C:5]([CH2:6][CH2:7][C:8]2=[N:15][NH:14][C:13]1=[O:16])=[CH:4][CH:3]=[C:2]([NH:1][CH:19]1[CH2:20][N:21]([C:23]([O:25][C:26]([CH3:29])([CH3:28])[CH3:27])=[O:24])[CH2:22]1)[CH:11]=3. The yield is 0.340. (5) The reactants are [N:1]([CH2:4][CH2:5][NH:6]C(=O)CCCCCCCCCCCCC)=[N+:2]=[N-:3].[F:22][C:23]1[CH:24]=[C:25]([CH:29]=[C:30]([F:32])[CH:31]=1)[C:26](Cl)=[O:27].N(CCN)=[N+]=[N-].C(N(CC)CC)C. The catalyst is ClCCl. The product is [N:1]([CH2:4][CH2:5][NH:6][C:26](=[O:27])[C:25]1[CH:24]=[C:23]([F:22])[CH:31]=[C:30]([F:32])[CH:29]=1)=[N+:2]=[N-:3]. The yield is 0.590. (6) The reactants are Cl[C:2]1[N:7]=[CH:6][C:5]([C:8]#[C:9][C:10]2[CH:11]=[C:12]([NH2:16])[CH:13]=[CH:14][CH:15]=2)=[CH:4][N:3]=1.[CH3:17][N:18]([CH3:23])[CH2:19][CH2:20][CH2:21][NH2:22].Cl. The catalyst is CCOCC.CC#N. The product is [NH2:16][C:12]1[CH:11]=[C:10]([C:9]#[C:8][C:5]2[CH:4]=[N:3][C:2]([NH:22][CH2:21][CH2:20][CH2:19][N:18]([CH3:23])[CH3:17])=[N:7][CH:6]=2)[CH:15]=[CH:14][CH:13]=1. The yield is 0.940. (7) The reactants are C([N:3]([CH2:15][CH3:16])[C:4](=[O:14])[C:5]1[CH:10]=[CH:9][C:8]([O:11][CH3:12])=[CH:7][C:6]=1[CH3:13])C.[Li]CCCC.[CH:22]([O:25][C:26]1[CH:33]=[CH:32]C(C#N)=[CH:28][CH:27]=1)([CH3:24])[CH3:23]. The catalyst is C1COCC1. The product is [CH:22]([O:25][C:26]1[CH:33]=[CH:32][C:16]([C:15]2[NH:3][C:4](=[O:14])[C:5]3[C:6]([CH:13]=2)=[CH:7][C:8]([O:11][CH3:12])=[CH:9][CH:10]=3)=[CH:28][CH:27]=1)([CH3:24])[CH3:23]. The yield is 0.715. (8) The reactants are [F:1][C:2]1[CH:7]=[CH:6][C:5]([N:8]2[CH2:17][CH2:16][C:15]3[C:10](=[CH:11][CH:12]=[C:13]([O:18][CH2:19][C:20]4[CH:25]=[CH:24][CH:23]=[CH:22][CH:21]=4)[CH:14]=3)[CH:9]2[CH2:26][C:27]2[CH:32]=[CH:31][C:30]([OH:33])=[CH:29][CH:28]=2)=[CH:4][CH:3]=1.C(=O)([O-])[O-].[K+].[K+].Cl[CH2:41][CH2:42][CH:43]1[CH2:48][CH2:47][CH2:46][CH2:45][N:44]1[CH3:49].C(Cl)Cl.CO. The catalyst is CN(C=O)C.O. The product is [F:1][C:2]1[CH:7]=[CH:6][C:5]([N:8]2[CH2:17][CH2:16][C:15]3[C:10](=[CH:11][CH:12]=[C:13]([O:18][CH2:19][C:20]4[CH:25]=[CH:24][CH:23]=[CH:22][CH:21]=4)[CH:14]=3)[CH:9]2[CH2:26][C:27]2[CH:28]=[CH:29][C:30]([O:33][CH2:41][CH2:42][CH:43]3[CH2:48][CH2:47][CH2:46][CH2:45][N:44]3[CH3:49])=[CH:31][CH:32]=2)=[CH:4][CH:3]=1. The yield is 0.0700.